From a dataset of Peptide-MHC class I binding affinity with 185,985 pairs from IEDB/IMGT. Regression. Given a peptide amino acid sequence and an MHC pseudo amino acid sequence, predict their binding affinity value. This is MHC class I binding data. (1) The peptide sequence is AAISDYDYY. The MHC is HLA-A33:01 with pseudo-sequence HLA-A33:01. The binding affinity (normalized) is 0. (2) The peptide sequence is KPTFKHASV. The MHC is HLA-A03:01 with pseudo-sequence HLA-A03:01. The binding affinity (normalized) is 0.0847. (3) The peptide sequence is SLREWLLRI. The MHC is HLA-A02:01 with pseudo-sequence HLA-A02:01. The binding affinity (normalized) is 0.261.